This data is from Catalyst prediction with 721,799 reactions and 888 catalyst types from USPTO. The task is: Predict which catalyst facilitates the given reaction. (1) Reactant: [Cl:1][C:2]1[CH:3]=[C:4]([N:10]2[C:18]3[C:13](=[C:14]([O:19]CC4C=CC=CC=4)[CH:15]=[CH:16][CH:17]=3)[CH:12]=[N:11]2)[CH:5]=[CH:6][C:7]=1[O:8]C.B(Br)(Br)Br. The catalyst class is: 2. Product: [Cl:1][C:2]1[CH:3]=[C:4]([N:10]2[C:18]3[CH:17]=[CH:16][CH:15]=[C:14]([OH:19])[C:13]=3[CH:12]=[N:11]2)[CH:5]=[CH:6][C:7]=1[OH:8]. (2) Reactant: [Br:1][C:2]1[C:3]([N:12]2[CH2:17][CH2:16][N:15]([CH:18]([C:20]3[CH:25]=[CH:24][CH:23]=[CH:22][CH:21]=3)[CH3:19])[CH2:14][CH2:13]2)=[C:4]([N+:9]([O-])=O)[C:5]([NH2:8])=[N:6][CH:7]=1.[N:26]1([CH2:32][C:33]2[CH:40]=[CH:39][C:36]([CH:37]=O)=[CH:35][CH:34]=2)[CH2:31][CH2:30][O:29][CH2:28][CH2:27]1.[O-]S(S([O-])=O)=O.[Na+].[Na+]. Product: [Br:1][C:2]1[C:3]([N:12]2[CH2:17][CH2:16][N:15]([CH:18]([C:20]3[CH:25]=[CH:24][CH:23]=[CH:22][CH:21]=3)[CH3:19])[CH2:14][CH2:13]2)=[C:4]2[N:9]=[C:37]([C:36]3[CH:35]=[CH:34][C:33]([CH2:32][N:26]4[CH2:31][CH2:30][O:29][CH2:28][CH2:27]4)=[CH:40][CH:39]=3)[NH:8][C:5]2=[N:6][CH:7]=1. The catalyst class is: 14.